From a dataset of Reaction yield outcomes from USPTO patents with 853,638 reactions. Predict the reaction yield, written as a fraction of the theoretical maximum amount of product (1.0 means a 100% yield; for example, 0.34 means a 34% yield). (1) The reactants are [Cl:1][C:2]1[C:7]([NH:8][S:9]([C:12]2[CH:17]=[CH:16][CH:15]=[CH:14][CH:13]=2)(=[O:11])=[O:10])=[CH:6][C:5](B2OC(C)(C)C(C)(C)O2)=[CH:4][N:3]=1.Cl[C:28]1[CH:29]=[CH:30][C:31]2[N:32]=[CH:33][N:34]=[C:35]([O:38][CH:39]3[CH2:44][CH2:43][O:42][CH2:41][CH2:40]3)[C:36]=2[N:37]=1.C(=O)(O)[O-].[Na+]. The catalyst is O1CCOCC1. The product is [Cl:1][C:2]1[C:7]([NH:8][S:9]([C:12]2[CH:13]=[CH:14][CH:15]=[CH:16][CH:17]=2)(=[O:10])=[O:11])=[CH:6][C:5]([C:28]2[CH:29]=[CH:30][C:31]3[N:32]=[CH:33][N:34]=[C:35]([O:38][CH:39]4[CH2:44][CH2:43][O:42][CH2:41][CH2:40]4)[C:36]=3[N:37]=2)=[CH:4][N:3]=1. The yield is 0.230. (2) The reactants are [CH3:1][N:2]1[C:6]([C:7]([OH:9])=O)=[C:5]([CH3:10])[N:4]=[CH:3]1.C(N1C=CN=C1)(N1C=CN=C1)=O.O[NH:24][C:25](=[NH:27])[CH3:26]. The catalyst is CN(C=O)C. The product is [CH3:1][N:2]1[C:6]([C:7]2[O:9][N:27]=[C:25]([CH3:26])[N:24]=2)=[C:5]([CH3:10])[N:4]=[CH:3]1. The yield is 0.610. (3) The reactants are [CH:1]1[C:6]2[CH2:7][CH2:8][CH:9]=[CH:10][C:11](=O)[C:5]=2[CH:4]=[CH:3][CH:2]=1.C1CCN2C(=NCCC2)CC1.Cl.C([SiH](CC)CC)C.[N+:32]([CH3:35])([O-:34])=[O:33]. The catalyst is C(O)(C(F)(F)F)=O.O. The product is [N+:32]([CH2:35][CH:9]1[CH2:8][CH2:7][C:6]2[CH:1]=[CH:2][CH:3]=[CH:4][C:5]=2[CH2:11][CH2:10]1)([O-:34])=[O:33]. The yield is 0.420. (4) The reactants are FC(F)(F)C(O)=O.[C:8]1([C:14]2[CH:19]=[C:18]([CH:20]3[CH2:25][CH2:24][NH:23][CH2:22][CH2:21]3)[CH:17]=[CH:16][C:15]=2[NH:26][C:27]([C:29]2[NH:30][CH:31]=[C:32]([C:34]#[N:35])[N:33]=2)=[O:28])[CH2:13][CH2:12][CH2:11][CH2:10][CH:9]=1.[C:36]([O:40][C:41]([NH:43][C:44]([CH3:50])([CH3:49])[CH2:45][C:46](O)=[O:47])=[O:42])([CH3:39])([CH3:38])[CH3:37].C1CN([P+](Br)(N2CCCC2)N2CCCC2)CC1.F[P-](F)(F)(F)(F)F.CCN(C(C)C)C(C)C. The catalyst is ClC(Cl)C.CCOC(C)=O. The product is [C:36]([O:40][C:41](=[O:42])[NH:43][C:44]([CH3:50])([CH3:49])[CH2:45][C:46]([N:23]1[CH2:22][CH2:21][CH:20]([C:18]2[CH:17]=[CH:16][C:15]([NH:26][C:27]([C:29]3[NH:30][CH:31]=[C:32]([C:34]#[N:35])[N:33]=3)=[O:28])=[C:14]([C:8]3[CH2:13][CH2:12][CH2:11][CH2:10][CH:9]=3)[CH:19]=2)[CH2:25][CH2:24]1)=[O:47])([CH3:39])([CH3:37])[CH3:38]. The yield is 0.700. (5) The reactants are Cl[C:2]1[CH:7]=[C:6]([O:8][C:9]2[C:14]([F:15])=[CH:13][C:12]([NH:16][C:17]([C:19]3([C:22]([NH:24][C:25]4[CH:30]=[CH:29][CH:28]=[CH:27][CH:26]=4)=[O:23])[CH2:21][CH2:20]3)=[O:18])=[C:11]([F:31])[CH:10]=2)[CH:5]=[CH:4][N:3]=1.[C:32]([NH2:35])(=[O:34])[CH3:33].C(=O)([O-])[O-].[Cs+].[Cs+].CC1(C)C2C(=C(P(C3C=CC=CC=3)C3C=CC=CC=3)C=CC=2)OC2C(P(C3C=CC=CC=3)C3C=CC=CC=3)=CC=CC1=2. The catalyst is O1CCOCC1.C([O-])(=O)C.[Pd+2].C([O-])(=O)C.ClCCl. The product is [C:32]([NH:35][C:2]1[CH:7]=[C:6]([O:8][C:9]2[C:14]([F:15])=[CH:13][C:12]([NH:16][C:17]([C:19]3([C:22]([NH:24][C:25]4[CH:30]=[CH:29][CH:28]=[CH:27][CH:26]=4)=[O:23])[CH2:21][CH2:20]3)=[O:18])=[C:11]([F:31])[CH:10]=2)[CH:5]=[CH:4][N:3]=1)(=[O:34])[CH3:33]. The yield is 0.580. (6) The reactants are [CH2:1]([N:3]1[C:7]([C:8]([OH:10])=O)=[CH:6][C:5]([CH3:11])=[N:4]1)[CH3:2].O1CCCC1.C(Cl)(=O)C(Cl)=O.[NH2:23][C:24]1[CH:25]=[C:26]([CH:43]=[CH:44][C:45]=1[F:46])[O:27][C:28]1[CH:29]=[CH:30][C:31]2[N:32]([CH:34]=[C:35]([NH:37][C:38]([CH:40]3[CH2:42][CH2:41]3)=[O:39])[N:36]=2)[N:33]=1. The catalyst is CN(C)C=O.CN(C)C(=O)C. The product is [CH:40]1([C:38]([NH:37][C:35]2[N:36]=[C:31]3[CH:30]=[CH:29][C:28]([O:27][C:26]4[CH:43]=[CH:44][C:45]([F:46])=[C:24]([NH:23][C:8]([C:7]5[N:3]([CH2:1][CH3:2])[N:4]=[C:5]([CH3:11])[CH:6]=5)=[O:10])[CH:25]=4)=[N:33][N:32]3[CH:34]=2)=[O:39])[CH2:41][CH2:42]1. The yield is 0.530. (7) The reactants are [CH:1]1([CH:7]([C:18]2[CH:22]=[C:21]([C:23]3[CH:28]=[CH:27][C:26]([C:29]([F:32])([F:31])[F:30])=[CH:25][CH:24]=3)[O:20][C:19]=2[CH2:33][O:34][CH2:35][CH3:36])[O:8][C:9]2[CH:17]=[CH:16][C:12]([C:13](O)=[O:14])=[CH:11][CH:10]=2)[CH2:6][CH2:5][CH2:4][CH2:3][CH2:2]1.[CH3:37][NH:38][CH2:39][CH2:40][C:41]([O:43]CC)=[O:42].Cl.C(N=C=NCCCN(C)C)C.O.OC1C2N=NNC=2C=CC=1. The catalyst is CN(C)C=O.C(OCC)(=O)C.C(N(CC)CC)C. The product is [CH:1]1([CH:7]([C:18]2[CH:22]=[C:21]([C:23]3[CH:24]=[CH:25][C:26]([C:29]([F:30])([F:31])[F:32])=[CH:27][CH:28]=3)[O:20][C:19]=2[CH2:33][O:34][CH2:35][CH3:36])[O:8][C:9]2[CH:10]=[CH:11][C:12]([C:13]([N:38]([CH3:37])[CH2:39][CH2:40][C:41]([OH:43])=[O:42])=[O:14])=[CH:16][CH:17]=2)[CH2:6][CH2:5][CH2:4][CH2:3][CH2:2]1. The yield is 0.810. (8) The yield is 1.06. The reactants are Cl[C:2]1[CH:7]=[CH:6][C:5]([N+:8]([O-:10])=[O:9])=[CH:4][N:3]=1.[CH3:11][NH:12][CH2:13][CH2:14][OH:15]. The product is [CH3:11][N:12]([C:2]1[CH:7]=[CH:6][C:5]([N+:8]([O-:10])=[O:9])=[CH:4][N:3]=1)[CH2:13][CH2:14][OH:15]. No catalyst specified. (9) The reactants are Cl[C:2]1[N:3]=[CH:4][C:5]([C:8]([O:10][CH3:11])=[O:9])=[N:6][CH:7]=1.Cl.[F:13][C:14]1([F:18])[CH2:17][NH:16][CH2:15]1.C(N(CC)CC)C. The catalyst is O1CCOCC1.[Cl-].[Na+].O. The product is [F:13][C:14]1([F:18])[CH2:17][N:16]([C:2]2[N:3]=[CH:4][C:5]([C:8]([O:10][CH3:11])=[O:9])=[N:6][CH:7]=2)[CH2:15]1. The yield is 0.460.